Dataset: Catalyst prediction with 721,799 reactions and 888 catalyst types from USPTO. Task: Predict which catalyst facilitates the given reaction. (1) Reactant: [N:1]1[C:8](Cl)=[N:7][C:5]([Cl:6])=[N:4][C:2]=1[Cl:3].[C:10]1([Mg]Br)[CH:15]=[CH:14][CH:13]=[CH:12][CH:11]=1. Product: [Cl:3][C:2]1[N:4]=[C:5]([Cl:6])[N:7]=[C:8]([C:10]2[CH:15]=[CH:14][CH:13]=[CH:12][CH:11]=2)[N:1]=1. The catalyst class is: 1. (2) Reactant: [CH2:1]([N:8]1[CH:16]=[C:15]2[C:10]([CH:11]=[C:12]([C:17]3[CH:18]=[C:19]([C:27]4[CH:32]=[CH:31][CH:30]=[C:29]([C:33](C)(C)[O:34][SiH2]C(C)(C)C)[CH:28]=4)[N:20]4[C:25]=3[C:24]([NH2:26])=[N:23][CH:22]=[N:21]4)[CH:13]=[CH:14]2)=[N:9]1)[C:2]1[CH:7]=[CH:6][CH:5]=[CH:4][CH:3]=1.C1COCC1.O. Product: [NH2:26][C:24]1[C:25]2=[C:17]([C:12]3[CH:13]=[CH:14][C:15]4[C:10]([CH:11]=3)=[N:9][N:8]([CH2:1][C:2]3[CH:3]=[CH:4][CH:5]=[CH:6][CH:7]=3)[CH:16]=4)[CH:18]=[C:19]([C:27]3[CH:28]=[C:29]([CH2:33][OH:34])[CH:30]=[CH:31][CH:32]=3)[N:20]2[N:21]=[CH:22][N:23]=1. The catalyst class is: 811. (3) Reactant: C[Si](C)(C)N[Si](C)(C)C.C(O)(=O)C.[C:14]1(=O)[CH2:18][CH2:17][CH2:16][CH2:15]1.[C:20]([CH2:22][C:23]([O:25][CH2:26][CH3:27])=[O:24])#[N:21]. Product: [C:20]([C:22](=[C:14]1[CH2:18][CH2:17][CH2:16][CH2:15]1)[C:23]([O:25][CH2:26][CH3:27])=[O:24])#[N:21]. The catalyst class is: 69. (4) Reactant: CN(C(ON1N=NC2C=CC=NC1=2)=[N+](C)C)C.F[P-](F)(F)(F)(F)F.[F:25][C:26]1[CH:31]=[CH:30][C:29]([C:32]2[O:57][C:35]3=[N:36][C:37]([CH2:51][CH2:52][C:53]([F:56])([F:55])[F:54])=[C:38]([C:40]4[CH:41]=[CH:42][C:43]([O:49][CH3:50])=[C:44]([CH:48]=4)[C:45]([OH:47])=O)[CH:39]=[C:34]3[C:33]=2[C:58](=[O:61])[NH:59][CH3:60])=[CH:28][CH:27]=1.C(N(C(C)C)C(C)C)C.Cl.[O:72]1[CH:76]=[N:75][C:74]([C:77]([NH2:80])([CH3:79])[CH3:78])=[N:73]1. Product: [O:72]1[CH:76]=[N:75][C:74]([C:77]([NH:80][C:45]([C:44]2[CH:48]=[C:40]([C:38]3[CH:39]=[C:34]4[C:33]([C:58]([NH:59][CH3:60])=[O:61])=[C:32]([C:29]5[CH:28]=[CH:27][C:26]([F:25])=[CH:31][CH:30]=5)[O:57][C:35]4=[N:36][C:37]=3[CH2:51][CH2:52][C:53]([F:55])([F:54])[F:56])[CH:41]=[CH:42][C:43]=2[O:49][CH3:50])=[O:47])([CH3:79])[CH3:78])=[N:73]1. The catalyst class is: 3. (5) Product: [N:7]1([CH:3]([NH:17][C:16]([O:18][CH2:19][C:20]2[CH:25]=[CH:24][CH:23]=[CH:22][CH:21]=2)=[O:26])[C:2]([OH:6])=[O:5])[C:11]2[CH:12]=[CH:13][CH:14]=[CH:15][C:10]=2[N:9]=[N:8]1. The catalyst class is: 11. Reactant: O.[C:2]([OH:6])(=[O:5])[CH:3]=O.[NH:7]1[C:11]2[CH:12]=[CH:13][CH:14]=[CH:15][C:10]=2[N:9]=[N:8]1.[C:16](=[O:26])([O:18][CH2:19][C:20]1[CH:25]=[CH:24][CH:23]=[CH:22][CH:21]=1)[NH2:17]. (6) Reactant: C(O[CH:4]=[C:5]([C:11]#[N:12])[C:6]([O:8][CH2:9][CH3:10])=[O:7])C.[NH:13]([C:15]1[CH:20]=[CH:19][CH:18]=[CH:17][N:16]=1)[NH2:14]. Product: [NH2:12][C:11]1[N:13]([C:15]2[CH:20]=[CH:19][CH:18]=[CH:17][N:16]=2)[N:14]=[CH:4][C:5]=1[C:6]([O:8][CH2:9][CH3:10])=[O:7]. The catalyst class is: 8. (7) Reactant: [Cl-].[CH3:2][O:3][CH2:4][P+](C1C=CC=CC=1)(C1C=CC=CC=1)C1C=CC=CC=1.CC(C)([O-])C.[K+].[NH2:30][C:31]1[C:36]([CH:37]=O)=[C:35]([Cl:39])[N:34]=[CH:33][N:32]=1. Product: [Cl:39][C:35]1[N:34]=[CH:33][N:32]=[C:31]([NH2:30])[C:36]=1[CH:37]=[CH:2][O:3][CH3:4]. The catalyst class is: 1. (8) Reactant: [Na].[CH2:2]([OH:4])[CH3:3].[Br:5][C:6]1[CH:7]=[N:8][CH:9]=[C:10](Br)[CH:11]=1.CN(C=O)C. Product: [CH2:2]([O:4][C:10]1[CH:11]=[C:6]([Br:5])[CH:7]=[N:8][CH:9]=1)[CH3:3]. The catalyst class is: 6. (9) Reactant: [O:1]1[CH2:3][CH:2]1[CH2:4][N:5]1[C:18]2[CH:17]=[C:16]([C:19]([F:22])([F:21])[F:20])[CH:15]=[CH:14][C:13]=2[S:12][C:11]2[C:6]1=[CH:7][CH:8]=[CH:9][CH:10]=2.CC(O)(C)C.[OH-].[K+].C(O)(=O)C(O)=O.[CH2:36]1[C:39]2([CH2:42][NH:41][CH2:40]2)[CH2:38][O:37]1.[CH2:36]1[C:39]2([CH2:42][NH:41][CH2:40]2)[CH2:38][O:37]1. Product: [CH2:36]1[C:39]2([CH2:42][N:41]([CH2:3][CH:2]([OH:1])[CH2:4][N:5]3[C:18]4[CH:17]=[C:16]([C:19]([F:22])([F:21])[F:20])[CH:15]=[CH:14][C:13]=4[S:12][C:11]4[C:6]3=[CH:7][CH:8]=[CH:9][CH:10]=4)[CH2:40]2)[CH2:38][O:37]1. The catalyst class is: 170.